From a dataset of Peptide-MHC class I binding affinity with 185,985 pairs from IEDB/IMGT. Regression. Given a peptide amino acid sequence and an MHC pseudo amino acid sequence, predict their binding affinity value. This is MHC class I binding data. (1) The peptide sequence is YLVAYKATV. The MHC is HLA-A02:05 with pseudo-sequence HLA-A02:05. The binding affinity (normalized) is 0.733. (2) The binding affinity (normalized) is 0.112. The MHC is Mamu-B1001 with pseudo-sequence Mamu-B1001. The peptide sequence is KIHQEDKIL. (3) The peptide sequence is KLLALLGQV. The MHC is HLA-A02:01 with pseudo-sequence HLA-A02:01. The binding affinity (normalized) is 0.677. (4) The peptide sequence is CTLYVTVFYGV. The MHC is Mamu-A02 with pseudo-sequence Mamu-A02. The binding affinity (normalized) is 0.586.